From a dataset of Peptide-MHC class II binding affinity with 134,281 pairs from IEDB. Regression. Given a peptide amino acid sequence and an MHC pseudo amino acid sequence, predict their binding affinity value. This is MHC class II binding data. (1) The peptide sequence is AVVCGRRHGVRIRVR. The MHC is HLA-DQA10102-DQB10602 with pseudo-sequence HLA-DQA10102-DQB10602. The binding affinity (normalized) is 0.268. (2) The peptide sequence is NRIMADGGSIQNTNL. The MHC is DRB1_1101 with pseudo-sequence DRB1_1101. The binding affinity (normalized) is 0. (3) The peptide sequence is GAVFLGFLGAAGSTMG. The MHC is DRB1_0301 with pseudo-sequence DRB1_0301. The binding affinity (normalized) is 0.0964. (4) The peptide sequence is GELQIVDKIGAAFKI. The MHC is DRB1_0401 with pseudo-sequence DRB1_0401. The binding affinity (normalized) is 0.606. (5) The peptide sequence is NPPFGDSYIIVGRGD. The MHC is DRB1_0901 with pseudo-sequence DRB1_0901. The binding affinity (normalized) is 0.443.